This data is from Full USPTO retrosynthesis dataset with 1.9M reactions from patents (1976-2016). The task is: Predict the reactants needed to synthesize the given product. Given the product [CH3:14][S:15]([NH:1][C:2]1[C:10]2[C:5](=[CH:6][CH:7]=[C:8]([N+:11]([O-:13])=[O:12])[CH:9]=2)[NH:4][N:3]=1)(=[O:17])=[O:16], predict the reactants needed to synthesize it. The reactants are: [NH2:1][C:2]1[C:10]2[C:5](=[CH:6][CH:7]=[C:8]([N+:11]([O-:13])=[O:12])[CH:9]=2)[NH:4][N:3]=1.[CH3:14][S:15](Cl)(=[O:17])=[O:16].